From a dataset of TCR-epitope binding with 47,182 pairs between 192 epitopes and 23,139 TCRs. Binary Classification. Given a T-cell receptor sequence (or CDR3 region) and an epitope sequence, predict whether binding occurs between them. (1) The TCR CDR3 sequence is CSVVQGASSYEQYF. Result: 1 (the TCR binds to the epitope). The epitope is AYILFTRFFYV. (2) The epitope is FLLNKEMYL. The TCR CDR3 sequence is CASSRGTDSMNTEAFF. Result: 1 (the TCR binds to the epitope). (3) The epitope is TPINLVRDL. The TCR CDR3 sequence is CASSQDPVPTSGAGELFF. Result: 0 (the TCR does not bind to the epitope). (4) The epitope is IYSKHTPINL. The TCR CDR3 sequence is CASSGGLINTGELFF. Result: 0 (the TCR does not bind to the epitope). (5) The TCR CDR3 sequence is CASSPTDFSYEQYF. The epitope is ALSKGVHFV. Result: 0 (the TCR does not bind to the epitope). (6) The epitope is EEHVQIHTI. The TCR CDR3 sequence is CASSSSGLTPHEQFF. Result: 1 (the TCR binds to the epitope). (7) The epitope is TLIGDCATV. The TCR CDR3 sequence is CASSLEVTDTQYF. Result: 1 (the TCR binds to the epitope). (8) The epitope is VTIAEILLI. The TCR CDR3 sequence is CASSPGVGNTDTQYF. Result: 0 (the TCR does not bind to the epitope).